This data is from Full USPTO retrosynthesis dataset with 1.9M reactions from patents (1976-2016). The task is: Predict the reactants needed to synthesize the given product. (1) Given the product [F:20][C:21]1[CH:26]=[CH:25][C:24]([C:2]2[CH:3]=[N:4][C:5]3[N:6]([CH:8]=[C:9]([CH2:11][O:12][C:13]4[CH:18]=[CH:17][C:16]([F:19])=[CH:15][CH:14]=4)[N:10]=3)[CH:7]=2)=[CH:23][C:22]=1[OH:30], predict the reactants needed to synthesize it. The reactants are: Br[C:2]1[CH:3]=[N:4][C:5]2[N:6]([CH:8]=[C:9]([CH2:11][O:12][C:13]3[CH:18]=[CH:17][C:16]([F:19])=[CH:15][CH:14]=3)[N:10]=2)[CH:7]=1.[F:20][C:21]1[CH:26]=[CH:25][C:24](B(O)O)=[CH:23][C:22]=1[OH:30]. (2) Given the product [CH3:24][C:4]1[CH:3]=[C:2]([C:31]2[CH:30]=[CH:29][C:28]([O:27][C:26]([F:25])([F:37])[F:38])=[CH:33][CH:32]=2)[CH:7]=[C:6]([CH3:8])[C:5]=1[C:9]([N:11]1[CH2:16][CH2:15][CH:14]([N:17]2[CH2:21][CH2:20][CH2:19][C@H:18]2[CH2:22][OH:23])[CH2:13][CH2:12]1)=[O:10], predict the reactants needed to synthesize it. The reactants are: Br[C:2]1[CH:7]=[C:6]([CH3:8])[C:5]([C:9]([N:11]2[CH2:16][CH2:15][CH:14]([N:17]3[CH2:21][CH2:20][CH2:19][C@H:18]3[CH2:22][OH:23])[CH2:13][CH2:12]2)=[O:10])=[C:4]([CH3:24])[CH:3]=1.[F:25][C:26]([F:38])([F:37])[O:27][C:28]1[CH:33]=[CH:32][C:31](B(O)O)=[CH:30][CH:29]=1. (3) Given the product [N+:16]([C:19]1[CH:20]=[C:21]2[C:26](=[CH:27][CH:28]=1)[N:25]=[CH:24][N:23]=[C:22]2[O:13][CH2:12][CH2:11][C:8]1[CH:7]=[CH:6][C:5]([C:1]([CH3:4])([CH3:2])[CH3:3])=[CH:10][CH:9]=1)([O-:18])=[O:17], predict the reactants needed to synthesize it. The reactants are: [C:1]([C:5]1[CH:10]=[CH:9][C:8]([CH2:11][CH2:12][OH:13])=[CH:7][CH:6]=1)([CH3:4])([CH3:3])[CH3:2].[H-].[Na+].[N+:16]([C:19]1[CH:20]=[C:21]2[C:26](=[CH:27][CH:28]=1)[N:25]=[CH:24][N:23]=[C:22]2Cl)([O-:18])=[O:17].O.